Dataset: Reaction yield outcomes from USPTO patents with 853,638 reactions. Task: Predict the reaction yield, written as a fraction of the theoretical maximum amount of product (1.0 means a 100% yield; for example, 0.34 means a 34% yield). (1) The reactants are [CH3:1][N:2]1[C:11](=[O:12])[C:10]2[NH:9][CH:8]=[N:7][C:6]=2[NH:5][C:3]1=[O:4].C(=O)([O-])[O-].[K+].[K+].Cl[CH2:20][C:21]([O:23][CH2:24][CH3:25])=[O:22]. The catalyst is CN(C=O)C. The product is [CH2:24]([O:23][C:21](=[O:22])[CH2:20][N:9]1[C:10]2[C:11](=[O:12])[N:2]([CH3:1])[C:3](=[O:4])[NH:5][C:6]=2[N:7]=[CH:8]1)[CH3:25]. The yield is 0.400. (2) The reactants are [OH:1][C:2]1([CH3:8])[CH2:7][CH2:6][S:5][CH2:4][CH2:3]1.C(N(CC)CC)C.[C:16](Cl)(=[O:20])[C:17]([CH3:19])=[CH2:18]. The catalyst is C(Cl)Cl. The product is [C:16]([O:1][C:2]1([CH3:8])[CH2:7][CH2:6][S:5][CH2:4][CH2:3]1)(=[O:20])[C:17]([CH3:19])=[CH2:18]. The yield is 0.594.